Dataset: Catalyst prediction with 721,799 reactions and 888 catalyst types from USPTO. Task: Predict which catalyst facilitates the given reaction. (1) Reactant: [NH:1]1[CH:5]=[CH:4][N:3]=[C:2]1[CH2:6][N:7]([CH2:14][C:15]1[CH:28]=[CH:27][C:18]([C:19]([NH:21][CH2:22][CH2:23][CH2:24][CH2:25][NH2:26])=[O:20])=[CH:17][CH:16]=1)[CH2:8][C:9]1[NH:10][CH:11]=[CH:12][N:13]=1.[F:29][C:30]([F:40])([F:39])[C:31]1[CH:38]=[CH:37][CH:36]=[CH:35][C:32]=1[CH:33]=O.C(OC)(OC)OC.[BH4-].[Na+]. Product: [CH:36]1[CH:35]=[C:32]([CH2:33][NH:26][CH2:25][CH2:24][CH2:23][CH2:22][NH:21][C:19]([C:18]2[CH:27]=[CH:28][C:15]([CH2:14][N:7]([CH2:8][C:9]3[NH:13][CH:12]=[CH:11][N:10]=3)[CH2:6][C:2]3[NH:3][CH:4]=[CH:5][N:1]=3)=[CH:16][CH:17]=2)=[O:20])[C:31]([C:30]([F:29])([F:39])[F:40])=[CH:38][CH:37]=1. The catalyst class is: 5. (2) Reactant: [C:1]1([CH2:7][CH2:8][C:9](Cl)=[O:10])[CH:6]=[CH:5][CH:4]=[CH:3][CH:2]=1.[NH2:12][C:13]1[CH:18]=[CH:17][C:16]([C:19]2[C:27]3[C:22](=[N:23][CH:24]=[N:25][C:26]=3[NH2:28])[N:21]([CH:29]3[CH2:34][CH2:33][N:32]([CH2:35][C:36]4[NH:37][CH:38]=[CH:39][N:40]=4)[CH2:31][CH2:30]3)[N:20]=2)=[CH:15][C:14]=1[O:41][CH3:42]. Product: [NH2:28][C:26]1[N:25]=[CH:24][N:23]=[C:22]2[N:21]([CH:29]3[CH2:34][CH2:33][N:32]([CH2:35][C:36]4[NH:37][CH:38]=[CH:39][N:40]=4)[CH2:31][CH2:30]3)[N:20]=[C:19]([C:16]3[CH:17]=[CH:18][C:13]([NH:12][C:9](=[O:10])[CH2:8][CH2:7][C:1]4[CH:6]=[CH:5][CH:4]=[CH:3][CH:2]=4)=[C:14]([O:41][CH3:42])[CH:15]=3)[C:27]=12. The catalyst class is: 17. (3) Reactant: [C:1]([O:5][C:6]([N:8]1[CH2:12][CH2:11][C@H:10]([CH:13]=[O:14])[CH2:9]1)=[O:7])([CH3:4])([CH3:3])[CH3:2].C1COCC1.[CH2:20]([Mg]Cl)[CH:21]([CH3:23])[CH3:22].CCOCC. Product: [C:1]([O:5][C:6]([N:8]1[CH2:12][CH2:11][C@H:10]([C@@H:13]([OH:14])[CH2:20][CH:21]([CH3:23])[CH3:22])[CH2:9]1)=[O:7])([CH3:4])([CH3:3])[CH3:2].[C:1]([O:5][C:6]([N:8]1[CH2:12][CH2:11][C@H:10]([C@H:13]([OH:14])[CH2:20][CH:21]([CH3:23])[CH3:22])[CH2:9]1)=[O:7])([CH3:4])([CH3:3])[CH3:2]. The catalyst class is: 625. (4) Reactant: [Br:1][C:2]1[CH:7]=[C:6]([Cl:8])[CH:5]=[CH:4][C:3]=1[N:9]1[CH:13]=[C:12]([Sn](CCCC)(CCCC)CCCC)[N:11]=[N:10]1.[Cl:27]N1C(=O)CCC1=O. Product: [Br:1][C:2]1[CH:7]=[C:6]([Cl:8])[CH:5]=[CH:4][C:3]=1[N:9]1[CH:13]=[C:12]([Cl:27])[N:11]=[N:10]1. The catalyst class is: 10.